From a dataset of Antibody developability classification from SAbDab with 2,409 antibodies. Regression/Classification. Given an antibody's heavy chain and light chain sequences, predict its developability. TAP uses regression for 5 developability metrics; SAbDab uses binary classification. (1) The antibody is ['QVQLQESGPGVVKPSETLSLTCGVSGGTISSSHFYWSWIRQPPGKGLEWIGGLYINDERINYNPSLESRVTISKDTSQNQFALKLTSVTAADTAVYYCVREPVIAAAGTVDVWGRGVLVTVSS', 'DIVMTQTPLSLSVTPGEPASISCRSSQSLLHSNGHTYVHWYLQKAGQSPQLLIYEVSNRASGVPDRFSGSGSGTDFTLKISRVEAEDVGVYYCEQTLQIPFTFGGGTKVEIK']. Result: 0 (not developable). (2) The antibody is ['VQLQQSGPVLVKPGGSVKMSCKASEYTLTSYLFQWVKQKSGQGLEWIGYIYPYNGGTRYNEKFRGKATLTSDKSSNTAYLELSSLTSEDSAVYYCARSSMSDPGANWGPGTLVTVSS', 'DIQMTQSPSSLSASLGERVSLTCRASQEISGYLYWLQQKPDGTIKRLIYAGSTLDSGVPKRFSGSRSGSDYSLTISSLESEDFADYYCLQYASYPRTFGGGTKVEIK']. Result: 0 (not developable). (3) The antibody is ['QVQLVESGGGVVQPGGSLRLSCAASGFAFKDFGMHWVRQAPGKGLEWVAVIGGGHGQHQSYSESVKGRFAITRDNEKNKLYLHMDRLRTEDTAVYYCAKDRLGRPWNIGGRLVYYYYGMDVWGQGTTVTVSS', 'AIRMTQSPSSLSASVGDRVTITCQASQDIKKSLNWYRQKPGKAPELLIHDASILQTGVPSAFTASGSGTHFSFVINKLQPEDVGTYFCQEYENLQFTFGPGTKVEIK']. Result: 0 (not developable). (4) The antibody is ['EVQLVESGGGVVQPGGSLKLSCAASGFTFSTYDMSWVRQTPDKRLELVATINSNGGSTYYPDSVKGRFTSSRDNAKNILYLQMSSLKSEDTAMYYCAREALLRPPYYALDYWGQGTSVTVSS', 'DIQMTQSPASLSASVGETVTITCGASENIYGALTWYQRKQGKSPQLLIYGAINLADDKSSRFSGSGSGRQYSLKISSLHPDDVATYYCQNVLSTPFTFGSGTKLEIK']. Result: 0 (not developable). (5) The antibody is ['EVQLVQSGGGLVQPGGSLRLSCAASGFTFSSYAMSWVRQAPGKGLEWVSAISGSGGSTYYADSVKGRFTISRDNSKNILYLQMNSLKAEDTATYYCARAVVFTDSSAYYYSKYFDYWSQGTLVTVSS', 'SYELTQLPSLSVSLGQTASITCSGDNLGDKFVCWYQQKPGQTPVLVMYEDTKRPSGIPERFAGSNSGNTATLTITGTQAMDEADYYCQTWDSSTDVVFGGGTKLTVL']. Result: 0 (not developable). (6) The antibody is ['EVQLLESGGGLVQPGGSLRLSCAASGFTFSSYAMSWVRQAPGKGLEWVSAISGSGGSTYYADSVKGRFTISRDNSKNTLYLQMNSLRAEDTAVYYCAKYDGIYGELDFWGQGTLVTVSS', 'DIQMTQSPSSLSASVGDRVTITCRASQSISSYLNWYQQKPGKAPKLLIYAASSLQSGVPSRFSGSGSGTDFTLTISSLQPEDFATYYCQQSYSTPLTFGQGTKVEIK']. Result: 1 (developable). (7) The antibody is ['EVQLQQSGAELVKPGASVKLSCTASGFNIKDTYMHWVKQRPEKGLEWIGRIDPASGNTKYDPKFQDKATITADTSSNTAYLQLSSLTSEDTAVYYCAGYDYGNFDYWGQGTTLTVSS', 'DIQMTQSPASLSASVGETVTITCRASGNIHNYLAWYQQKQGKSPQLLVYNAKTLADGVPSRFSGSGSGTQYSLKINSLQPEDFGSYYCQHFWSTPWTFGGGTKLEIK']. Result: 1 (developable). (8) The antibody is ['QVQLVQSGAEVKKPGASVKVSCKASGYTFTDYYMHWVRQAPGQGLEWMGETNPRNGGTTYNEKFKGKATMTRDTSTSTAYMELSSLRSEDTAVYYCTIGTSGYDYFDYWGQGTLVTVSS', 'DIVMTQTPLSLSVTPGQPASISCRSSQSIVHSDGNIYLEWYLQKPGQSPKLLIYKVSYRFSGVPDRFSGSGSGTDFTLKISRVEAEDVGVYYCFQASHVPYTFGQGTKLEIK']. Result: 0 (not developable).